This data is from Peptide-MHC class I binding affinity with 185,985 pairs from IEDB/IMGT. The task is: Regression. Given a peptide amino acid sequence and an MHC pseudo amino acid sequence, predict their binding affinity value. This is MHC class I binding data. (1) The peptide sequence is SLYPPCLFK. The MHC is HLA-B15:01 with pseudo-sequence HLA-B15:01. The binding affinity (normalized) is 0.0847. (2) The peptide sequence is DIKLIDIAL. The MHC is HLA-A03:01 with pseudo-sequence HLA-A03:01. The binding affinity (normalized) is 0.0847. (3) The peptide sequence is CNLTSAWVMY. The MHC is HLA-A30:02 with pseudo-sequence HLA-A30:02. The binding affinity (normalized) is 0.416. (4) The peptide sequence is ALYQPDTGNY. The MHC is HLA-A29:02 with pseudo-sequence HLA-A29:02. The binding affinity (normalized) is 0.377.